Dataset: Reaction yield outcomes from USPTO patents with 853,638 reactions. Task: Predict the reaction yield, written as a fraction of the theoretical maximum amount of product (1.0 means a 100% yield; for example, 0.34 means a 34% yield). The reactants are Cl.[NH2:2][C:3]1[CH:4]=[C:5]([CH:10]=[CH:11][N:12]=1)[C:6]([O:8][CH3:9])=[O:7].[C:13](Cl)(=[O:18])[C:14]([CH3:17])([CH3:16])[CH3:15]. No catalyst specified. The product is [C:13]([NH:2][C:3]1[CH:4]=[C:5]([CH:10]=[CH:11][N:12]=1)[C:6]([O:8][CH3:9])=[O:7])(=[O:18])[C:14]([CH3:17])([CH3:16])[CH3:15]. The yield is 1.00.